This data is from Acute oral toxicity (LD50) regression data from Zhu et al.. The task is: Regression/Classification. Given a drug SMILES string, predict its toxicity properties. Task type varies by dataset: regression for continuous values (e.g., LD50, hERG inhibition percentage) or binary classification for toxic/non-toxic outcomes (e.g., AMES mutagenicity, cardiotoxicity, hepatotoxicity). Dataset: ld50_zhu. The compound is CC(=O)CCC(C)C. The rat oral LD50 is 1.55, given as -log10 of the dose in mol/kg body weight (higher means more acutely toxic).